This data is from Reaction yield outcomes from USPTO patents with 853,638 reactions. The task is: Predict the reaction yield, written as a fraction of the theoretical maximum amount of product (1.0 means a 100% yield; for example, 0.34 means a 34% yield). (1) The reactants are [NH2:1][C:2]1[C:7]([CH:8]=O)=[CH:6][C:5]([Br:10])=[CH:4][N:3]=1.[C:11](OCC)(=[O:18])[CH2:12][C:13]([O:15][CH2:16][CH3:17])=[O:14].N1CCCCC1. The catalyst is CCO. The product is [CH2:16]([O:15][C:13]([C:12]1[C:11](=[O:18])[NH:1][C:2]2[C:7]([CH:8]=1)=[CH:6][C:5]([Br:10])=[CH:4][N:3]=2)=[O:14])[CH3:17]. The yield is 0.570. (2) The reactants are O=[C:2]1[CH2:7][CH2:6][CH:5]([C:8]([OH:10])=[O:9])[CH2:4][CH2:3]1.Cl.[F:12][C:13]1[CH:18]=[CH:17][C:16]([NH:19]N)=[CH:15][CH:14]=1.S(=O)(=O)(O)O.[CH3:26]O. No catalyst specified. The product is [F:12][C:13]1[CH:18]=[C:17]2[C:16](=[CH:15][CH:14]=1)[NH:19][C:2]1[CH2:7][CH2:6][CH:5]([C:8]([O:10][CH3:26])=[O:9])[CH2:4][C:3]2=1. The yield is 1.00. (3) The reactants are [Br:1][C:2]1[CH:7]=[CH:6][CH:5]=[CH:4][C:3]=1/[CH:8]=[CH:9]/[C:10]1[CH:15]=[C:14]([Cl:16])[CH:13]=[CH:12][C:11]=1[O:17]C(=O)C.F[C:22](F)(F)[C:23](O)=O.CO[CH2:30][N:31]([Si](C)(C)C)C. The catalyst is C1(C)C=CC=CC=1. The product is [CH3:30][N:31]1[CH2:23][CH2:22][C@@H:9]([C:10]2[CH:15]=[C:14]([Cl:16])[CH:13]=[CH:12][C:11]=2[OH:17])[C@@H:8]1[C:3]1[CH:4]=[CH:5][CH:6]=[CH:7][C:2]=1[Br:1]. The yield is 0.960. (4) The reactants are OC1C(=O)NN=C(CCC2C=CC=CC=2)C=1.C([O:24][C:25]1[N:26]=[N:27][C:28]([C:39]2([C:42]3[CH:47]=[CH:46][C:45]([C:48]([F:51])([F:50])[F:49])=[CH:44][CH:43]=3)[CH2:41][CH2:40]2)=[CH:29][C:30]=1[O:31]CC1C=CC=CC=1)C1C=CC=CC=1. No catalyst specified. The product is [OH:31][C:30]1[C:25](=[O:24])[NH:26][N:27]=[C:28]([C:39]2([C:42]3[CH:47]=[CH:46][C:45]([C:48]([F:50])([F:49])[F:51])=[CH:44][CH:43]=3)[CH2:40][CH2:41]2)[CH:29]=1. The yield is 0.200. (5) The reactants are [Br:1][C:2]([CH3:7])([CH3:6])[C:3](Br)=[O:4].[CH2:8]([OH:15])[C:9]1[CH:14]=[CH:13][CH:12]=[CH:11][CH:10]=1.N1C=CC=CC=1.O. The catalyst is C1COCC1. The product is [Br:1][C:2]([CH3:7])([CH3:6])[C:3]([O:15][CH2:8][C:9]1[CH:14]=[CH:13][CH:12]=[CH:11][CH:10]=1)=[O:4]. The yield is 0.980. (6) The reactants are [CH:1]1([CH2:4][N:5]2[CH2:24][CH2:23][C@:12]34[C:13]5[C:14]6[O:22][C@H:11]3[C:10](=[O:25])[CH2:9][CH2:8][C@@:7]4([OH:26])[C@H:6]2[CH2:19][C:18]=5[CH:17]=[CH:16][C:15]=6[C:20]#[N:21])[CH2:3][CH2:2]1.C(=O)([O-])[O-:28].[K+].[K+].OO. The catalyst is CS(C)=O.C(Cl)Cl. The product is [CH:1]1([CH2:4][N:5]2[CH2:24][CH2:23][C@:12]34[C:13]5[C:14]6[O:22][C@H:11]3[C:10](=[O:25])[CH2:9][CH2:8][C@@:7]4([OH:26])[C@H:6]2[CH2:19][C:18]=5[CH:17]=[CH:16][C:15]=6[C:20]([NH2:21])=[O:28])[CH2:3][CH2:2]1. The yield is 0.710.